Dataset: NCI-60 drug combinations with 297,098 pairs across 59 cell lines. Task: Regression. Given two drug SMILES strings and cell line genomic features, predict the synergy score measuring deviation from expected non-interaction effect. Drug 1: CC(CN1CC(=O)NC(=O)C1)N2CC(=O)NC(=O)C2. Drug 2: C1=CC=C(C=C1)NC(=O)CCCCCCC(=O)NO. Cell line: A498. Synergy scores: CSS=25.6, Synergy_ZIP=-5.48, Synergy_Bliss=0.864, Synergy_Loewe=1.86, Synergy_HSA=1.98.